Task: Predict the reaction yield, written as a fraction of the theoretical maximum amount of product (1.0 means a 100% yield; for example, 0.34 means a 34% yield).. Dataset: Reaction yield outcomes from USPTO patents with 853,638 reactions (1) The reactants are [O:1]=[O+][O-].C([C:6](=P(C1C=CC=CC=1)(C1C=CC=CC=1)C1C=CC=CC=1)[C:7]([C@@H:9]([NH:14][C:15](=[O:28])[O:16][C:17]1([CH2:21][C:22]2[CH:27]=[CH:26][CH:25]=[CH:24][CH:23]=2)[CH2:20][CH2:19][CH2:18]1)[CH2:10][CH2:11][CH2:12][CH3:13])=[O:8])#N.[CH3:48][C@H:49]([NH2:56])[C:50]1[CH:55]=[CH:54][CH:53]=[CH:52][CH:51]=1. The catalyst is ClCCl. The product is [O:1]=[C:6]([NH:56][C@@H:49]([C:50]1[CH:55]=[CH:54][CH:53]=[CH:52][CH:51]=1)[CH3:48])[C:7]([C@@H:9]([NH:14][C:15](=[O:28])[O:16][C:17]1([CH2:21][C:22]2[CH:23]=[CH:24][CH:25]=[CH:26][CH:27]=2)[CH2:18][CH2:19][CH2:20]1)[CH2:10][CH2:11][CH2:12][CH3:13])=[O:8]. The yield is 0.100. (2) The reactants are Br[CH2:2][C:3]([C:5]1[CH:10]=[CH:9][C:8]([Br:11])=[CH:7][C:6]=1F)=[O:4].[CH3:13][O:14][C:15]([NH:17][C@@H:18]1[CH:26]2[C:27](=[O:34])[CH2:28][C@H:29]([C:31]([OH:33])=[O:32])[CH2:30][N:24]3[C:25]2=[C:21]([CH:22]=[CH:23]3)[CH2:20][CH2:19]1)=[O:16].C(N(C(C)C)CC)(C)C. The catalyst is C(#N)C. The product is [Br:11][C:8]1[CH:9]=[CH:10][C:5]([C:3](=[O:4])[CH2:2][O:33][C:31]([C@@H:29]2[CH2:30][N:24]3[C:25]4[CH:26]([C@@H:18]([NH:17][C:15]([O:14][CH3:13])=[O:16])[CH2:19][CH2:20][C:21]=4[CH:22]=[CH:23]3)[C:27](=[O:34])[CH2:28]2)=[O:32])=[CH:6][CH:7]=1. The yield is 0.890. (3) The reactants are Br[CH2:2][CH2:3][N:4]1[CH:8]=[C:7]([C:9]2[C:17]3[C:12](=[CH:13][C:14]([F:18])=[CH:15][CH:16]=3)[N:11]([S:19]([C:22]3[CH:27]=[CH:26][CH:25]=[CH:24][CH:23]=3)(=[O:21])=[O:20])[CH:10]=2)[CH:6]=[N:5]1.[CH3:28][N:29]1[CH2:34][CH2:33][NH:32][CH2:31][CH2:30]1.C([O-])([O-])=O.[K+].[K+].[Na+].[I-]. The catalyst is CC#N. The product is [F:18][C:14]1[CH:13]=[C:12]2[C:17]([C:9]([C:7]3[CH:6]=[N:5][N:4]([CH2:3][CH2:2][N:32]4[CH2:33][CH2:34][N:29]([CH3:28])[CH2:30][CH2:31]4)[CH:8]=3)=[CH:10][N:11]2[S:19]([C:22]2[CH:27]=[CH:26][CH:25]=[CH:24][CH:23]=2)(=[O:21])=[O:20])=[CH:16][CH:15]=1. The yield is 0.680. (4) The reactants are [H-].[Na+].[F:3][C:4]1[C:5]([CH2:16][N:17]([CH3:25])[C:18](=[O:24])[O:19][C:20]([CH3:23])([CH3:22])[CH3:21])=[CH:6][NH:7][C:8]=1[C:9]1[C:10]([F:15])=[N:11][CH:12]=[CH:13][CH:14]=1.C1OCCOCCOCCOCCOC1.[F:41][C:42]1[CH:43]=[CH:44][C:45]([S:48](F)(=[O:50])=[O:49])=[N:46][CH:47]=1. The catalyst is O1CCCC1.O. The product is [F:3][C:4]1[C:5]([CH2:16][N:17]([CH3:25])[C:18](=[O:24])[O:19][C:20]([CH3:21])([CH3:22])[CH3:23])=[CH:6][N:7]([S:48]([C:45]2[CH:44]=[CH:43][C:42]([F:41])=[CH:47][N:46]=2)(=[O:50])=[O:49])[C:8]=1[C:9]1[C:10]([F:15])=[N:11][CH:12]=[CH:13][CH:14]=1. The yield is 0.290. (5) The reactants are [CH3:1][S:2]([C:5]1[CH:6]=[CH:7][C:8]([C:11]2[CH2:16][CH2:15][CH:14]([O:17][CH2:18][CH:19]3[CH2:24][CH2:23][N:22]([C:25]([O:27][C:28]([CH3:31])([CH3:30])[CH3:29])=[O:26])[CH2:21][CH2:20]3)[CH2:13][CH:12]=2)=[N:9][CH:10]=1)(=[O:4])=[O:3]. The catalyst is C(Cl)Cl.[Pd]. The product is [CH3:1][S:2]([C:5]1[CH:6]=[CH:7][C:8]([CH:11]2[CH2:16][CH2:15][CH:14]([O:17][CH2:18][CH:19]3[CH2:24][CH2:23][N:22]([C:25]([O:27][C:28]([CH3:31])([CH3:30])[CH3:29])=[O:26])[CH2:21][CH2:20]3)[CH2:13][CH2:12]2)=[N:9][CH:10]=1)(=[O:3])=[O:4]. The yield is 0.217.